Dataset: Reaction yield outcomes from USPTO patents with 853,638 reactions. Task: Predict the reaction yield, written as a fraction of the theoretical maximum amount of product (1.0 means a 100% yield; for example, 0.34 means a 34% yield). (1) The reactants are [NH2:1][CH2:2][C:3]1[C:4]([NH:16][C:17]2[CH:22]=[CH:21][C:20]([Cl:23])=[CH:19][CH:18]=2)=[N:5][C:6]([N:9]2[C:13]([CH3:14])=[CH:12][C:11]([CH3:15])=[N:10]2)=[CH:7][N:8]=1.C(N(CC)CC)C.[C:31](OC(=O)C)(=[O:33])[CH3:32].C(=O)([O-])O.[Na+]. The catalyst is ClCCl. The product is [Cl:23][C:20]1[CH:19]=[CH:18][C:17]([NH:16][C:4]2[C:3]([CH2:2][NH:1][C:31](=[O:33])[CH3:32])=[N:8][CH:7]=[C:6]([N:9]3[C:13]([CH3:14])=[CH:12][C:11]([CH3:15])=[N:10]3)[N:5]=2)=[CH:22][CH:21]=1. The yield is 0.640. (2) The reactants are [NH2:1][C:2]1[CH:11]=[C:10]2[C:5]([CH:6]=[CH:7][N:8]=[C:9]2[N:12]2[CH2:17][CH2:16][N:15]([CH3:18])[CH2:14][CH2:13]2)=[CH:4][CH:3]=1.CCN(CC)CC.[Cl:26][C:27]1[CH:35]=[CH:34][C:30]([C:31](Cl)=[O:32])=[CH:29][CH:28]=1. The catalyst is C(Cl)Cl.CN(C1C=CN=CC=1)C. The product is [Cl:26][C:27]1[CH:35]=[CH:34][C:30]([C:31]([NH:1][C:2]2[CH:11]=[C:10]3[C:5]([CH:6]=[CH:7][N:8]=[C:9]3[N:12]3[CH2:13][CH2:14][N:15]([CH3:18])[CH2:16][CH2:17]3)=[CH:4][CH:3]=2)=[O:32])=[CH:29][CH:28]=1. The yield is 0.460. (3) The reactants are [C:1]([C:5]1[CH:13]=[CH:12][C:8]([C:9](O)=[O:10])=[C:7]([CH2:14][C:15]([OH:17])=O)[CH:6]=1)([CH3:4])([CH3:3])[CH3:2].[NH2:18]C(N)=O. The catalyst is C(Cl)(Cl)Cl. The product is [C:1]([C:5]1[CH:6]=[C:7]2[C:8](=[CH:12][CH:13]=1)[C:9](=[O:10])[NH:18][C:15](=[O:17])[CH2:14]2)([CH3:4])([CH3:3])[CH3:2]. The yield is 0.410. (4) The reactants are [Cl:1][C:2]1[CH:3]=[C:4]([NH:10][C:11]2[N:16]=[CH:15][C:14]([CH:17]3[CH2:21][CH2:20][N:19]([C:22](OC(C)(C)C)=O)[CH2:18]3)=[CH:13][CH:12]=2)[C:5](=[O:9])[N:6]([CH3:8])[N:7]=1.O. The catalyst is C(O)=O.C=O. The product is [Cl:1][C:2]1[CH:3]=[C:4]([NH:10][C:11]2[CH:12]=[CH:13][C:14]([CH:17]3[CH2:21][CH2:20][N:19]([CH3:22])[CH2:18]3)=[CH:15][N:16]=2)[C:5](=[O:9])[N:6]([CH3:8])[N:7]=1. The yield is 0.550. (5) The reactants are Cl.Cl.[Cl:3][C:4]1[C:12]2[NH:11][N:10]=[CH:9][C:8]=2[C:7]2[CH2:13][N:14]([CH2:23][C:24]3[CH:29]=[CH:28][N:27]=[CH:26][CH:25]=3)[C:15](=[O:22])[C@H:16]([CH2:18][C:19](O)=[O:20])[CH2:17][C:6]=2[CH:5]=1.Cl.[F:31][C:32]1[CH:33]=[CH:34][CH:35]=[C:36]2[C:41]=1[NH:40][C:39](=[O:42])[N:38]([CH:43]1[CH2:48][CH2:47][NH:46][CH2:45][CH2:44]1)[CH2:37]2.ClC1C2NN=CC=2C2CN(CC(C)(C)C)C(=O)[C@H](CC(=O)N3CCC(N4CC5C(=CC=CC=5)NC4=O)CC3)CC=2C=1. No catalyst specified. The product is [Cl:3][C:4]1[C:12]2[NH:11][N:10]=[CH:9][C:8]=2[C:7]2[CH2:13][N:14]([CH2:23][C:24]3[CH:25]=[CH:26][N:27]=[CH:28][CH:29]=3)[C:15](=[O:22])[C@H:16]([CH2:18][C:19]([N:46]3[CH2:45][CH2:44][CH:43]([N:38]4[CH2:37][C:36]5[C:41](=[C:32]([F:31])[CH:33]=[CH:34][CH:35]=5)[NH:40][C:39]4=[O:42])[CH2:48][CH2:47]3)=[O:20])[CH2:17][C:6]=2[CH:5]=1. The yield is 0.160. (6) The reactants are [CH2:1]([C:3]1[CH:9]=[CH:8][C:6]([NH2:7])=[CH:5][CH:4]=1)[CH3:2].[CH:10](=O)[CH3:11].OS(O)(=O)=O.[BH4-].[Na+]. The yield is 0.480. The catalyst is O1CCCC1. The product is [CH2:10]([NH:7][C:6]1[CH:8]=[CH:9][C:3]([CH2:1][CH3:2])=[CH:4][CH:5]=1)[CH3:11]. (7) The reactants are Br[C:2]1[CH:3]=[C:4]2[C:10]([C:11]3[CH:12]=[N:13][N:14]([CH2:16][C:17]4[CH:22]=[CH:21][CH:20]=[C:19]([F:23])[CH:18]=4)[CH:15]=3)=[CH:9][N:8]([S:24]([C:27]3[CH:33]=[CH:32][C:30]([CH3:31])=[CH:29][CH:28]=3)(=[O:26])=[O:25])[C:5]2=[N:6][CH:7]=1.[F:34][C:35]1[CH:36]=[C:37]([N:50]2[CH2:55][CH2:54][N:53]([C:56]([O:58][C:59]([CH3:62])([CH3:61])[CH3:60])=[O:57])[CH2:52][CH2:51]2)[CH:38]=[CH:39][C:40]=1B1OC(C)(C)C(C)(C)O1.C(=O)([O-])[O-].[Na+].[Na+]. The catalyst is COCCOC.O.Cl[Pd](Cl)([P](C1C=CC=CC=1)(C1C=CC=CC=1)C1C=CC=CC=1)[P](C1C=CC=CC=1)(C1C=CC=CC=1)C1C=CC=CC=1. The product is [F:34][C:35]1[CH:36]=[C:37]([N:50]2[CH2:55][CH2:54][N:53]([C:56]([O:58][C:59]([CH3:62])([CH3:61])[CH3:60])=[O:57])[CH2:52][CH2:51]2)[CH:38]=[CH:39][C:40]=1[C:2]1[CH:3]=[C:4]2[C:10]([C:11]3[CH:12]=[N:13][N:14]([CH2:16][C:17]4[CH:22]=[CH:21][CH:20]=[C:19]([F:23])[CH:18]=4)[CH:15]=3)=[CH:9][N:8]([S:24]([C:27]3[CH:28]=[CH:29][C:30]([CH3:31])=[CH:32][CH:33]=3)(=[O:25])=[O:26])[C:5]2=[N:6][CH:7]=1. The yield is 0.833. (8) The reactants are C([O:4][C@@H:5]1[C@H:9]([O:10]C(=O)C)[C@@H:8]([CH3:14])[O:7][C@H:6]1[N:15]1[CH:45]=[C:44]([F:46])[C:19]([NH:20][C:21]([O:23][CH2:24][CH2:25][CH:26]([CH3:43])[CH2:27][CH2:28][CH2:29][CH:30]([CH3:42])[CH2:31][CH2:32][CH2:33][CH:34]([CH3:41])[CH2:35][CH2:36][CH2:37][CH:38]([CH3:40])[CH3:39])=[O:22])=[N:18][C:16]1=[O:17])(=O)C.[OH-].[Na+].Cl. The catalyst is CO. The product is [F:46][C:44]1[C:19]([NH:20][C:21]([O:23][CH2:24][CH2:25][CH:26]([CH3:43])[CH2:27][CH2:28][CH2:29][CH:30]([CH3:42])[CH2:31][CH2:32][CH2:33][CH:34]([CH3:41])[CH2:35][CH2:36][CH2:37][CH:38]([CH3:40])[CH3:39])=[O:22])=[N:18][C:16](=[O:17])[N:15]([CH:45]=1)[C@@H:6]1[O:7][C@H:8]([CH3:14])[C@@H:9]([OH:10])[C@H:5]1[OH:4]. The yield is 0.677.